This data is from NCI-60 drug combinations with 297,098 pairs across 59 cell lines. The task is: Regression. Given two drug SMILES strings and cell line genomic features, predict the synergy score measuring deviation from expected non-interaction effect. (1) Drug 1: CCC(=C(C1=CC=CC=C1)C2=CC=C(C=C2)OCCN(C)C)C3=CC=CC=C3.C(C(=O)O)C(CC(=O)O)(C(=O)O)O. Drug 2: CC1CCC2CC(C(=CC=CC=CC(CC(C(=O)C(C(C(=CC(C(=O)CC(OC(=O)C3CCCCN3C(=O)C(=O)C1(O2)O)C(C)CC4CCC(C(C4)OC)OCCO)C)C)O)OC)C)C)C)OC. Cell line: HOP-62. Synergy scores: CSS=3.81, Synergy_ZIP=15.0, Synergy_Bliss=7.66, Synergy_Loewe=4.90, Synergy_HSA=0.145. (2) Drug 1: CCC1=C2CN3C(=CC4=C(C3=O)COC(=O)C4(CC)O)C2=NC5=C1C=C(C=C5)O. Drug 2: CC(C)NC(=O)C1=CC=C(C=C1)CNNC.Cl. Cell line: KM12. Synergy scores: CSS=22.6, Synergy_ZIP=-8.55, Synergy_Bliss=-0.696, Synergy_Loewe=-30.9, Synergy_HSA=-2.39. (3) Drug 1: C1=CC(=C2C(=C1NCCNCCO)C(=O)C3=C(C=CC(=C3C2=O)O)O)NCCNCCO. Drug 2: C1C(C(OC1N2C=NC(=NC2=O)N)CO)O. Cell line: MOLT-4. Synergy scores: CSS=83.1, Synergy_ZIP=-0.209, Synergy_Bliss=-0.510, Synergy_Loewe=0.425, Synergy_HSA=3.51. (4) Drug 1: CC12CCC3C(C1CCC2O)C(CC4=C3C=CC(=C4)O)CCCCCCCCCS(=O)CCCC(C(F)(F)F)(F)F. Drug 2: C1CN(P(=O)(OC1)NCCCl)CCCl. Cell line: UO-31. Synergy scores: CSS=-0.491, Synergy_ZIP=2.01, Synergy_Bliss=4.19, Synergy_Loewe=1.05, Synergy_HSA=1.41. (5) Drug 1: CC1=C2C(C(=O)C3(C(CC4C(C3C(C(C2(C)C)(CC1OC(=O)C(C(C5=CC=CC=C5)NC(=O)OC(C)(C)C)O)O)OC(=O)C6=CC=CC=C6)(CO4)OC(=O)C)O)C)O. Drug 2: C1=CC=C(C(=C1)C(C2=CC=C(C=C2)Cl)C(Cl)Cl)Cl. Cell line: ACHN. Synergy scores: CSS=5.94, Synergy_ZIP=1.66, Synergy_Bliss=5.57, Synergy_Loewe=2.79, Synergy_HSA=4.80. (6) Drug 1: CC(C)(C#N)C1=CC(=CC(=C1)CN2C=NC=N2)C(C)(C)C#N. Drug 2: C(CN)CNCCSP(=O)(O)O. Cell line: SK-MEL-28. Synergy scores: CSS=-7.83, Synergy_ZIP=4.65, Synergy_Bliss=2.71, Synergy_Loewe=-3.01, Synergy_HSA=-3.13. (7) Drug 1: C1=CC(=C2C(=C1NCCNCCO)C(=O)C3=C(C=CC(=C3C2=O)O)O)NCCNCCO. Drug 2: CC1C(C(CC(O1)OC2CC(CC3=C2C(=C4C(=C3O)C(=O)C5=C(C4=O)C(=CC=C5)OC)O)(C(=O)C)O)N)O.Cl. Cell line: EKVX. Synergy scores: CSS=25.3, Synergy_ZIP=4.07, Synergy_Bliss=8.11, Synergy_Loewe=0.184, Synergy_HSA=9.62. (8) Drug 1: CC(CN1CC(=O)NC(=O)C1)N2CC(=O)NC(=O)C2. Drug 2: C1C(C(OC1N2C=C(C(=O)NC2=O)F)CO)O. Cell line: DU-145. Synergy scores: CSS=52.0, Synergy_ZIP=-1.85, Synergy_Bliss=-1.40, Synergy_Loewe=-15.3, Synergy_HSA=3.26.